Predict the product of the given reaction. From a dataset of Forward reaction prediction with 1.9M reactions from USPTO patents (1976-2016). Given the reactants [NH3:1].O1CCOCC1.[CH2:8]([O:15][C:16]([NH:18][CH2:19][CH2:20][S:21](Cl)(=[O:23])=[O:22])=[O:17])[C:9]1[CH:14]=[CH:13][CH:12]=[CH:11][CH:10]=1, predict the reaction product. The product is: [CH2:8]([O:15][C:16]([NH:18][CH2:19][CH2:20][S:21]([NH2:1])(=[O:23])=[O:22])=[O:17])[C:9]1[CH:14]=[CH:13][CH:12]=[CH:11][CH:10]=1.